This data is from Reaction yield outcomes from USPTO patents with 853,638 reactions. The task is: Predict the reaction yield, written as a fraction of the theoretical maximum amount of product (1.0 means a 100% yield; for example, 0.34 means a 34% yield). The reactants are [CH3:1][O:2][C:3](=[O:25])[C:4]1[CH:9]=[C:8]([C:10](=O)/[CH:11]=[CH:12]/N(C)C)[C:7]([C:17]([F:20])([F:19])[F:18])=[CH:6][C:5]=1[NH:21][C:22](=[O:24])[CH3:23].[CH3:26][O:27][CH2:28][CH2:29][NH:30][NH2:31]. The catalyst is C1(C)C=CC=CC=1. The product is [CH3:1][O:2][C:3](=[O:25])[C:4]1[CH:9]=[C:8]([C:10]2[N:30]([CH2:29][CH2:28][O:27][CH3:26])[N:31]=[CH:12][CH:11]=2)[C:7]([C:17]([F:18])([F:20])[F:19])=[CH:6][C:5]=1[NH:21][C:22](=[O:24])[CH3:23]. The yield is 0.550.